This data is from NCI-60 drug combinations with 297,098 pairs across 59 cell lines. The task is: Regression. Given two drug SMILES strings and cell line genomic features, predict the synergy score measuring deviation from expected non-interaction effect. Drug 1: CC(C1=C(C=CC(=C1Cl)F)Cl)OC2=C(N=CC(=C2)C3=CN(N=C3)C4CCNCC4)N. Drug 2: CCC1(CC2CC(C3=C(CCN(C2)C1)C4=CC=CC=C4N3)(C5=C(C=C6C(=C5)C78CCN9C7C(C=CC9)(C(C(C8N6C)(C(=O)OC)O)OC(=O)C)CC)OC)C(=O)OC)O.OS(=O)(=O)O. Cell line: OVCAR3. Synergy scores: CSS=63.2, Synergy_ZIP=18.2, Synergy_Bliss=17.1, Synergy_Loewe=-34.5, Synergy_HSA=15.4.